The task is: Predict the product of the given reaction.. This data is from Forward reaction prediction with 1.9M reactions from USPTO patents (1976-2016). (1) The product is: [NH2:1][C:2]1[N:7]=[C:6]([C:8]2[CH:13]=[C:12]([Cl:14])[CH:11]=[CH:10][C:9]=2[OH:15])[CH:5]=[C:4]([NH:22][C:21]2[CH:23]=[CH:24][C:18]([Cl:17])=[CH:19][CH:20]=2)[N:3]=1. Given the reactants [NH2:1][C:2]1[N:7]=[C:6]([C:8]2[CH:13]=[C:12]([Cl:14])[CH:11]=[CH:10][C:9]=2[OH:15])[CH:5]=[C:4](Cl)[N:3]=1.[Cl:17][C:18]1[CH:24]=[CH:23][C:21]([NH2:22])=[CH:20][CH:19]=1, predict the reaction product. (2) Given the reactants [NH2:1][C:2]1[C:3]2[N:4]([C:8]([C@@H:12]3[CH2:16][CH2:15][CH2:14][N:13]3C(OCC3C=CC=CC=3)=O)=[N:9][C:10]=2Br)[CH:5]=[CH:6][N:7]=1.[F:27][C:28]1[CH:42]=[C:41](B2OC(C)(C)C(C)(C)O2)[CH:40]=[CH:39][C:29]=1[C:30]([NH:32][C:33]1[CH:38]=[CH:37][CH:36]=[CH:35][N:34]=1)=[O:31], predict the reaction product. The product is: [NH2:1][C:2]1[C:3]2[N:4]([C:8]([C@@H:12]3[CH2:16][CH2:15][CH2:14][NH:13]3)=[N:9][C:10]=2[C:41]2[CH:40]=[CH:39][C:29]([C:30]([NH:32][C:33]3[CH:38]=[CH:37][CH:36]=[CH:35][N:34]=3)=[O:31])=[C:28]([F:27])[CH:42]=2)[CH:5]=[CH:6][N:7]=1. (3) Given the reactants C([O:3][C:4]([C:6]1[CH:7]=[N:8][N:9]2[C:14]([O:15][CH3:16])=[CH:13][CH:12]=[C:11]([CH2:17][OH:18])[C:10]=12)=[O:5])C.[OH-].[K+].O, predict the reaction product. The product is: [OH:18][CH2:17][C:11]1[C:10]2[N:9]([N:8]=[CH:7][C:6]=2[C:4]([OH:5])=[O:3])[C:14]([O:15][CH3:16])=[CH:13][CH:12]=1. (4) Given the reactants [C:1]([C:3]1[CH:4]=[C:5]([CH:8]=[CH:9][C:10]=1[F:11])[CH:6]=O)#[N:2].Cl.[OH:13][NH2:14], predict the reaction product. The product is: [C:1]([C:3]1[CH:4]=[C:5]([CH:8]=[CH:9][C:10]=1[F:11])[CH:6]=[N:14][OH:13])#[N:2]. (5) The product is: [CH3:1][O:2][C:3]1[CH:4]=[C:5]2[C:10](=[CH:11][C:12]=1[O:13][CH3:14])[N:9]=[CH:8][CH:7]=[C:6]2[O:15][C:16]1[CH:22]=[CH:21][C:19]([NH:20][C:43](=[O:49])[O:44][CH2:45][CH2:58][CH2:57][O:56][C:55]2[CH:61]=[CH:62][C:52]([Cl:51])=[CH:53][CH:54]=2)=[C:18]([CH3:23])[C:17]=1[CH3:24]. Given the reactants [CH3:1][O:2][C:3]1[CH:4]=[C:5]2[C:10](=[CH:11][C:12]=1[O:13][CH3:14])[N:9]=[CH:8][CH:7]=[C:6]2[O:15][C:16]1[CH:22]=[CH:21][C:19]([NH2:20])=[C:18]([CH3:23])[C:17]=1[CH3:24].C1(C)C=CC=CC=1.C(N(CC)CC)C.ClC(Cl)(O[C:43](=[O:49])[O:44][C:45](Cl)(Cl)Cl)Cl.[Cl:51][C:52]1[CH:62]=[CH:61][C:55]([O:56][CH2:57][CH2:58]CO)=[CH:54][CH:53]=1, predict the reaction product.